Dataset: Forward reaction prediction with 1.9M reactions from USPTO patents (1976-2016). Task: Predict the product of the given reaction. Given the reactants [CH:1]([C:3]1([C:13]([O:15][CH2:16][CH3:17])=[O:14])[CH2:12][CH2:11][C:6]2([O:10][CH2:9][CH2:8][O:7]2)[CH2:5][CH2:4]1)=[O:2].[BH4-].[Na+], predict the reaction product. The product is: [OH:2][CH2:1][C:3]1([C:13]([O:15][CH2:16][CH3:17])=[O:14])[CH2:4][CH2:5][C:6]2([O:10][CH2:9][CH2:8][O:7]2)[CH2:11][CH2:12]1.